Task: Predict the product of the given reaction.. Dataset: Forward reaction prediction with 1.9M reactions from USPTO patents (1976-2016) Given the reactants [NH2:1][C:2]1[C:3]2[N:10]([C:11]3[CH:16]=[CH:15][C:14]([NH2:17])=[C:13]([O:18][CH3:19])[CH:12]=3)[N:9]=[C:8]([CH:20]3[CH2:25][CH2:24][N:23](C(OC(C)(C)C)=O)[CH2:22][CH2:21]3)[C:4]=2[N:5]=[CH:6][N:7]=1.[C:33]1([N:39]=[C:40]=[O:41])[CH:38]=[CH:37][CH:36]=[CH:35][CH:34]=1.NC1C2N(C3C=CC(NC(C4N(C)C5C(C=4)=CC=CC=5)=O)=C(OC)C=3)N=C(C3CCNCC3)C=2N=CN=1.CO[C@@H]1[C@@H](C(OC)=O)[C@@H]2[C@@H](CN3[C@H](C2)C2NC4C=C(OC)C=CC=4C=2CC3)C[C@H]1OC(C1C=C(OC)C(OC)=C(OC)C=1)=O, predict the reaction product. The product is: [NH2:1][C:2]1[C:3]2[N:10]([C:11]3[CH:16]=[CH:15][C:14]([NH:17][C:40]([NH:39][C:33]4[CH:38]=[CH:37][CH:36]=[CH:35][CH:34]=4)=[O:41])=[C:13]([O:18][CH3:19])[CH:12]=3)[N:9]=[C:8]([CH:20]3[CH2:25][CH2:24][NH:23][CH2:22][CH2:21]3)[C:4]=2[N:5]=[CH:6][N:7]=1.